From a dataset of Forward reaction prediction with 1.9M reactions from USPTO patents (1976-2016). Predict the product of the given reaction. (1) Given the reactants [OH-].[K+].[OH-].[Na+].C([O:7][C:8]([C:10]1([CH2:23][CH:24]([CH3:26])[CH3:25])[CH2:15][CH2:14][N:13]([C:16]([O:18][C:19]([CH3:22])([CH3:21])[CH3:20])=[O:17])[CH2:12][CH2:11]1)=[O:9])C, predict the reaction product. The product is: [C:19]([O:18][C:16]([N:13]1[CH2:14][CH2:15][C:10]([CH2:23][CH:24]([CH3:26])[CH3:25])([C:8]([OH:9])=[O:7])[CH2:11][CH2:12]1)=[O:17])([CH3:22])([CH3:21])[CH3:20]. (2) Given the reactants Cl.[C:2]([C:4]1([NH:10][C:11]([CH:13]([NH:19][C:20]([N:22]2[CH2:27][CH2:26][O:25][CH2:24][CH2:23]2)=[O:21])[CH2:14][C:15]([CH3:18])([CH3:17])[CH3:16])=[O:12])[CH2:9][CH2:8][NH:7][CH2:6][CH2:5]1)#[N:3].[N:28]1([C:34](Cl)=[O:35])[CH2:33][CH2:32][O:31][CH2:30][CH2:29]1.CN1CCOCC1, predict the reaction product. The product is: [C:2]([C:4]1([NH:10][C:11]([CH:13]([NH:19][C:20]([N:22]2[CH2:23][CH2:24][O:25][CH2:26][CH2:27]2)=[O:21])[CH2:14][C:15]([CH3:18])([CH3:17])[CH3:16])=[O:12])[CH2:5][CH2:6][N:7]([C:34]([N:28]2[CH2:33][CH2:32][O:31][CH2:30][CH2:29]2)=[O:35])[CH2:8][CH2:9]1)#[N:3]. (3) Given the reactants [CH:1]1([CH2:7]Br)[CH2:6][CH2:5][CH2:4][CH2:3][CH2:2]1.C([Li])(C)(C)C.[F:14][C:15]1[CH:16]=[CH:17][C:18]([O:33][CH3:34])=[C:19]([C:21]([CH3:32])([CH3:31])[CH2:22][C:23](N2CCOCC2)=[O:24])[CH:20]=1, predict the reaction product. The product is: [CH:1]1([CH2:7][C:23](=[O:24])[CH2:22][C:21]([C:19]2[CH:20]=[C:15]([F:14])[CH:16]=[CH:17][C:18]=2[O:33][CH3:34])([CH3:32])[CH3:31])[CH2:6][CH2:5][CH2:4][CH2:3][CH2:2]1. (4) Given the reactants [O:1]=[C:2]1[C:15]2[C:10](=[CH:11][CH:12]=[CH:13][CH:14]=2)[C:9](=[CH:16][C:17]([OH:19])=O)[C:8]2[CH:7]=[CH:6][CH:5]=[CH:4][C:3]1=2.S(Cl)([Cl:22])=O, predict the reaction product. The product is: [O:1]=[C:2]1[C:15]2[C:10](=[CH:11][CH:12]=[CH:13][CH:14]=2)[C:9](=[CH:16][C:17]([Cl:22])=[O:19])[C:8]2[CH:7]=[CH:6][CH:5]=[CH:4][C:3]1=2. (5) Given the reactants Cl[S:2]([OH:5])(=[O:4])=[O:3].[Cl:6][C:7]1[C:8]([CH3:14])=[C:9]([CH:11]=[CH:12][CH:13]=1)[NH2:10].[OH-].[Na+:16], predict the reaction product. The product is: [CH3:14][C:8]1[C:7]([Cl:6])=[CH:13][CH:12]=[CH:11][C:9]=1[NH:10][S:2](=[O:4])(=[O:3])[O-:5].[Na+:16].